Predict which catalyst facilitates the given reaction. From a dataset of Catalyst prediction with 721,799 reactions and 888 catalyst types from USPTO. (1) Reactant: CC1(C)[O:6][CH:5]([CH2:7][O:8][NH:9][C:10](=[O:28])[C:11]2[CH:16]=[CH:15][C:14]([F:17])=[C:13]([F:18])[C:12]=2[NH:19][C:20]2[CH:25]=[CH:24][C:23]([I:26])=[CH:22][C:21]=2[F:27])[CH2:4][O:3]1.C1(C)C=CC(S(O)(=O)=O)=CC=1. Product: [OH:6][CH:5]([CH2:4][OH:3])[CH2:7][O:8][NH:9][C:10](=[O:28])[C:11]1[CH:16]=[CH:15][C:14]([F:17])=[C:13]([F:18])[C:12]=1[NH:19][C:20]1[CH:25]=[CH:24][C:23]([I:26])=[CH:22][C:21]=1[F:27]. The catalyst class is: 24. (2) Reactant: [F:1][C:2]([F:13])([F:12])[C:3]1[CH:4]=[C:5]([N:9]=[C:10]=[O:11])[CH:6]=[CH:7][CH:8]=1.[NH2:14][C@@H:15]([C:31]([CH3:34])([CH3:33])[CH3:32])[C:16]([NH:18][C@@H:19]1[CH2:23][CH2:22][N:21]([CH2:24][C:25]2[CH:30]=[CH:29][CH:28]=[CH:27][CH:26]=2)[CH2:20]1)=[O:17]. Product: [CH2:24]([N:21]1[CH2:22][CH2:23][C@@H:19]([NH:18][C:16](=[O:17])[C@@H:15]([NH:14][C:10]([NH:9][C:5]2[CH:6]=[CH:7][CH:8]=[C:3]([C:2]([F:12])([F:13])[F:1])[CH:4]=2)=[O:11])[C:31]([CH3:32])([CH3:34])[CH3:33])[CH2:20]1)[C:25]1[CH:26]=[CH:27][CH:28]=[CH:29][CH:30]=1. The catalyst class is: 4. (3) Reactant: [C:1]([C:5]1[CH:6]=[C:7]([NH:17][C:18](=[O:48])[N:19]([CH2:29][C:30]2[CH:35]=[C:34]([F:36])[CH:33]=[CH:32][C:31]=2[O:37][C:38]2[CH:39]=[C:40]3[C:44](=[CH:45][CH:46]=2)[N:43]([CH3:47])[N:42]=[CH:41]3)[CH2:20][C:21]2[CH:26]=[CH:25][C:24]([O:27][CH3:28])=[CH:23][CH:22]=2)[N:8]([C:10]2[CH:15]=[CH:14][C:13]([CH3:16])=[CH:12][CH:11]=2)[N:9]=1)([CH3:4])([CH3:3])[CH3:2].[H-].[Na+].[CH3:51]I. Product: [C:1]([C:5]1[CH:6]=[C:7]([N:17]([CH3:51])[C:18]([N:19]([CH2:29][C:30]2[CH:35]=[C:34]([F:36])[CH:33]=[CH:32][C:31]=2[O:37][C:38]2[CH:39]=[C:40]3[C:44](=[CH:45][CH:46]=2)[N:43]([CH3:47])[N:42]=[CH:41]3)[CH2:20][C:21]2[CH:22]=[CH:23][C:24]([O:27][CH3:28])=[CH:25][CH:26]=2)=[O:48])[N:8]([C:10]2[CH:11]=[CH:12][C:13]([CH3:16])=[CH:14][CH:15]=2)[N:9]=1)([CH3:4])([CH3:2])[CH3:3]. The catalyst class is: 3. (4) The catalyst class is: 34. Reactant: [NH2:1][CH2:2][C:3]([CH3:30])([CH3:29])[CH2:4][NH:5][C:6]1[N:11]2[CH:12]=[CH:13][N:14]=[C:10]2[C:9]([C:15]([NH2:17])=[O:16])=[C:8]([NH:18][C:19]2[CH:24]=[C:23]([O:25][CH3:26])[CH:22]=[C:21]([O:27][CH3:28])[CH:20]=2)[N:7]=1.[C:31]([C:33](=[CH:37][CH:38]1[CH2:40][CH2:39]1)[C:34](O)=[O:35])#[N:32].CCN(CC)CC.CCN=C=NCCCN(C)C.C1C=CC2N(O)N=NC=2C=1. Product: [C:31]([C:33](=[CH:37][CH:38]1[CH2:40][CH2:39]1)[C:34]([NH:1][CH2:2][C:3]([CH3:30])([CH3:29])[CH2:4][NH:5][C:6]1[N:11]2[CH:12]=[CH:13][N:14]=[C:10]2[C:9]([C:15]([NH2:17])=[O:16])=[C:8]([NH:18][C:19]2[CH:24]=[C:23]([O:25][CH3:26])[CH:22]=[C:21]([O:27][CH3:28])[CH:20]=2)[N:7]=1)=[O:35])#[N:32]. (5) Product: [Cl:1][C:2]1[C:3]([N:12]2[CH2:17][CH2:16][N:15]([CH2:18][C:19]3[CH:24]=[CH:23][C:22]([Cl:25])=[CH:21][CH:20]=3)[CH2:14][CH2:13]2)=[C:4]2[N:9]=[C:32]([C:31]3[CH:34]=[CH:35][C:28]([O:27][CH3:26])=[CH:29][CH:30]=3)[NH:8][C:5]2=[N:6][CH:7]=1. The catalyst class is: 8. Reactant: [Cl:1][C:2]1[C:3]([N:12]2[CH2:17][CH2:16][N:15]([CH2:18][C:19]3[CH:24]=[CH:23][C:22]([Cl:25])=[CH:21][CH:20]=3)[CH2:14][CH2:13]2)=[C:4]([N+:9]([O-])=O)[C:5]([NH2:8])=[N:6][CH:7]=1.[CH3:26][O:27][C:28]1[CH:35]=[CH:34][C:31]([CH:32]=O)=[CH:30][CH:29]=1.[O-]S(S([O-])=O)=O.[Na+].[Na+]. (6) Reactant: Br[CH2:2][C:3]1[CH:8]=[CH:7][C:6]([C:9]2[O:10][C:11]3[CH:17]=[CH:16][CH:15]=[CH:14][C:12]=3[N:13]=2)=[CH:5][C:4]=1[C:18]([F:21])([F:20])[F:19].[C:22]([Si](C)(C)C)#[N:23].CCCC[N+](CCCC)(CCCC)CCCC.[F-]. Product: [O:10]1[C:11]2[CH:17]=[CH:16][CH:15]=[CH:14][C:12]=2[N:13]=[C:9]1[C:6]1[CH:7]=[CH:8][C:3]([CH2:2][C:22]#[N:23])=[C:4]([C:18]([F:21])([F:20])[F:19])[CH:5]=1. The catalyst class is: 10. (7) Reactant: Br[C:2]1[CH:7]=[CH:6][CH:5]=[CH:4][C:3]=1[CH2:8][CH2:9][C:10]([N:12]([CH:22]([CH3:24])[CH3:23])[NH:13][C:14](=[O:21])[C:15]1[CH:20]=[CH:19][CH:18]=[CH:17][CH:16]=1)=[O:11].C([O-])([O-])=O.[Na+].[Na+].[F:31][C:32]1[CH:37]=[CH:36][CH:35]=[CH:34][C:33]=1B(O)O. Product: [F:31][C:32]1[CH:37]=[CH:36][CH:35]=[CH:34][C:33]=1[C:2]1[CH:7]=[CH:6][CH:5]=[CH:4][C:3]=1[CH2:8][CH2:9][C:10]([N:12]([CH:22]([CH3:24])[CH3:23])[NH:13][C:14](=[O:21])[C:15]1[CH:20]=[CH:19][CH:18]=[CH:17][CH:16]=1)=[O:11]. The catalyst class is: 57. (8) Reactant: [CH3:1][O:2][C:3](=[O:21])[CH:4]=[CH:5][CH:6]([NH:13][C:14]([O:16][C:17]([CH3:20])([CH3:19])[CH3:18])=[O:15])[CH:7]1[CH2:12][CH2:11][CH2:10][CH2:9][CH2:8]1. Product: [CH3:1][O:2][C:3](=[O:21])[CH2:4][CH2:5][CH:6]([NH:13][C:14]([O:16][C:17]([CH3:19])([CH3:18])[CH3:20])=[O:15])[CH:7]1[CH2:8][CH2:9][CH2:10][CH2:11][CH2:12]1. The catalyst class is: 19. (9) Reactant: [NH2:1][C:2]1[C:3]2[C:11](=[O:12])[CH:10]=[CH:9][NH:8][C:4]=2[N:5]=[CH:6][N:7]=1.C([O-])([O-])=O.[Cs+].[Cs+].[Cl:19][C:20]1[CH:21]=[CH:22][CH:23]=[C:24]2[C:29]=1[N:28]=[C:27]([C:30]1[CH:35]=[CH:34][CH:33]=[CH:32][C:31]=1[Cl:36])[C:26]([CH2:37]Cl)=[CH:25]2. Product: [NH2:1][C:2]1[C:3]2[C:11](=[O:12])[CH:10]=[CH:9][N:8]([CH2:37][C:26]3[C:27]([C:30]4[CH:35]=[CH:34][CH:33]=[CH:32][C:31]=4[Cl:36])=[N:28][C:29]4[C:24]([CH:25]=3)=[CH:23][CH:22]=[CH:21][C:20]=4[Cl:19])[C:4]=2[N:5]=[CH:6][N:7]=1. The catalyst class is: 3. (10) Reactant: C[O:2][C:3]1[CH:4]=[C:5]2[C:9](=[CH:10][CH:11]=1)[C:8](=[O:12])[N:7]([CH2:13][CH2:14][CH2:15][C:16]1[CH:21]=[CH:20][CH:19]=[CH:18][CH:17]=1)[C:6]2([CH3:23])[CH3:22].B(Br)(Br)Br. Product: [OH:2][C:3]1[CH:4]=[C:5]2[C:9](=[CH:10][CH:11]=1)[C:8](=[O:12])[N:7]([CH2:13][CH2:14][CH2:15][C:16]1[CH:17]=[CH:18][CH:19]=[CH:20][CH:21]=1)[C:6]2([CH3:23])[CH3:22]. The catalyst class is: 2.